This data is from Full USPTO retrosynthesis dataset with 1.9M reactions from patents (1976-2016). The task is: Predict the reactants needed to synthesize the given product. Given the product [C:1]([O:5][C:6](=[O:32])[CH2:7][N:8]([C:17]1[CH:22]=[CH:21][C:20]([C:42]2([OH:68])[C:43]3[CH:44]=[C:45]([F:67])[C:46]([O:60][CH2:61][O:62][CH2:63][CH2:64][O:65][CH3:66])=[CH:47][C:48]=3[O:49][C:50]3[C:41]2=[CH:40][C:39]([F:38])=[C:52]([O:53][CH2:54][O:55][CH2:56][CH2:57][O:58][CH3:59])[CH:51]=3)=[CH:19][C:18]=1[O:24][CH2:25][C:26]1[CH:31]=[CH:30][CH:29]=[CH:28][CH:27]=1)[CH2:9][C:10]([O:12][C:13]([CH3:16])([CH3:15])[CH3:14])=[O:11])([CH3:4])([CH3:3])[CH3:2], predict the reactants needed to synthesize it. The reactants are: [C:1]([O:5][C:6](=[O:32])[CH2:7][N:8]([C:17]1[CH:22]=[CH:21][C:20](Br)=[CH:19][C:18]=1[O:24][CH2:25][C:26]1[CH:31]=[CH:30][CH:29]=[CH:28][CH:27]=1)[CH2:9][C:10]([O:12][C:13]([CH3:16])([CH3:15])[CH3:14])=[O:11])([CH3:4])([CH3:3])[CH3:2].C([Li])(C)(C)C.[F:38][C:39]1[C:52]([O:53][CH2:54][O:55][CH2:56][CH2:57][O:58][CH3:59])=[CH:51][C:50]2[O:49][C:48]3[C:43](=[CH:44][C:45]([F:67])=[C:46]([O:60][CH2:61][O:62][CH2:63][CH2:64][O:65][CH3:66])[CH:47]=3)[C:42](=[O:68])[C:41]=2[CH:40]=1.